Predict the reactants needed to synthesize the given product. From a dataset of Full USPTO retrosynthesis dataset with 1.9M reactions from patents (1976-2016). (1) Given the product [NH2:30][CH2:29][C:26]1([OH:31])[CH2:27][CH2:28][N:23]([C:21]2[C:20]([CH2:36][N:37]([CH3:48])[C@@H:38]3[C:47]4[C:42](=[CH:43][CH:44]=[CH:45][CH:46]=4)[CH2:41][CH2:40][CH2:39]3)=[C:19]([CH3:49])[N:18]=[C:17]([C:10]3[C:9]([CH2:7][CH3:8])=[CH:14][CH:13]=[CH:12][C:11]=3[CH2:15][CH3:16])[N:22]=2)[CH2:24][CH2:25]1, predict the reactants needed to synthesize it. The reactants are: [H-].[H-].[H-].[H-].[Li+].[Al+3].[CH2:7]([C:9]1[CH:14]=[CH:13][CH:12]=[C:11]([CH2:15][CH3:16])[C:10]=1[C:17]1[N:22]=[C:21]([N:23]2[CH2:28][CH2:27][C:26]([O:31][Si](C)(C)C)([C:29]#[N:30])[CH2:25][CH2:24]2)[C:20]([CH2:36][N:37]([CH3:48])[CH:38]2[C:47]3[C:42](=[CH:43][CH:44]=[CH:45][CH:46]=3)[CH2:41][CH2:40][CH2:39]2)=[C:19]([CH3:49])[N:18]=1)[CH3:8].O.[O-]S([O-])(=O)=O.[Mg+2]. (2) The reactants are: C([O:8][C:9]1[CH:14]=[CH:13][C:12]([CH:15]2[CH:20]3[CH2:21][CH2:22][CH2:23][CH:16]2[CH2:17][CH2:18][CH2:19]3)=[CH:11][CH:10]=1)C1C=CC=CC=1. Given the product [CH:16]12[CH:15]([C:12]3[CH:11]=[CH:10][C:9]([OH:8])=[CH:14][CH:13]=3)[CH:20]([CH2:19][CH2:18][CH2:17]1)[CH2:21][CH2:22][CH2:23]2, predict the reactants needed to synthesize it. (3) Given the product [I:14][C:3]1[C:4]2[C:9](=[CH:8][CH:7]=[C:6]([C:10]#[N:11])[CH:5]=2)[NH:1][N:2]=1, predict the reactants needed to synthesize it. The reactants are: [NH:1]1[C:9]2[C:4](=[CH:5][C:6]([C:10]#[N:11])=[CH:7][CH:8]=2)[CH:3]=[N:2]1.[OH-].[K+].[I:14]I. (4) Given the product [CH3:17][O:18][C:19]1[CH:20]=[C:21]([CH:38]=[CH:39][C:40]=1[O:41][CH3:42])[CH2:22][CH:23]1[C:29]2[CH:30]=[C:31]([O:36][CH3:37])[C:32]([O:34][CH3:35])=[CH:33][C:28]=2[CH2:27][CH2:26][CH2:25][N:24]1[CH2:2][C:3]([NH:7][CH:8]1[CH2:16][C:15]2[C:10](=[CH:11][CH:12]=[CH:13][CH:14]=2)[CH2:9]1)=[O:4], predict the reactants needed to synthesize it. The reactants are: Br[CH2:2][C:3](Br)=[O:4].Cl.[NH2:7][CH:8]1[CH2:16][C:15]2[C:10](=[CH:11][CH:12]=[CH:13][CH:14]=2)[CH2:9]1.[CH3:17][O:18][C:19]1[CH:20]=[C:21]([CH:38]=[CH:39][C:40]=1[O:41][CH3:42])[CH2:22][CH:23]1[C:29]2[CH:30]=[C:31]([O:36][CH3:37])[C:32]([O:34][CH3:35])=[CH:33][C:28]=2[CH2:27][CH2:26][CH2:25][NH:24]1. (5) Given the product [OH:10][CH:11]([CH2:22][O:23][CH3:24])[C:12]([NH:14][C:15]1[CH:20]=[CH:19][C:18]([CH3:21])=[CH:17][N:16]=1)=[O:13], predict the reactants needed to synthesize it. The reactants are: C(=O)([O-])[O-].[K+].[K+].C([O:10][CH:11]([CH2:22][O:23][CH3:24])[C:12]([NH:14][C:15]1[CH:20]=[CH:19][C:18]([CH3:21])=[CH:17][N:16]=1)=[O:13])(=O)C.